From a dataset of Reaction yield outcomes from USPTO patents with 853,638 reactions. Predict the reaction yield, written as a fraction of the theoretical maximum amount of product (1.0 means a 100% yield; for example, 0.34 means a 34% yield). (1) The reactants are Cl[C:2]1[C:7]2=[N:8][N:9]([C:18]3[CH:23]=[CH:22][CH:21]=[CH:20][C:19]=3[Cl:24])[C:10]([C:11]3[CH:16]=[CH:15][C:14]([Cl:17])=[CH:13][CH:12]=3)=[C:6]2[CH:5]=[CH:4][N:3]=1.[OH-:25].[Na+]. The catalyst is Cl.O1CCCC1. The product is [Cl:17][C:14]1[CH:15]=[CH:16][C:11]([C:10]2[N:9]([C:18]3[CH:23]=[CH:22][CH:21]=[CH:20][C:19]=3[Cl:24])[N:8]=[C:7]3[C:6]=2[CH:5]=[CH:4][N:3]=[C:2]3[OH:25])=[CH:12][CH:13]=1. The yield is 0.800. (2) The reactants are [F:1][C:2]1[CH:7]=[CH:6][C:5]([CH:8]2[C:13]3=[N:14][NH:15][C:16](=[O:21])[C:17]4[CH:18]=[CH:19][CH:20]=[C:11]([C:12]=43)[NH:10][CH:9]2[C:22]2[CH:29]=[CH:28][C:25]([CH:26]=O)=[CH:24][CH:23]=2)=[CH:4][CH:3]=1.[CH3:30][NH:31][CH3:32].C(O)(=O)C.C([BH3-])#N.[Na+]. The catalyst is CO. The product is [CH3:30][N:31]([CH2:26][C:25]1[CH:28]=[CH:29][C:22]([CH:9]2[NH:10][C:11]3[C:12]4[C:13](=[N:14][NH:15][C:16](=[O:21])[C:17]=4[CH:18]=[CH:19][CH:20]=3)[CH:8]2[C:5]2[CH:6]=[CH:7][C:2]([F:1])=[CH:3][CH:4]=2)=[CH:23][CH:24]=1)[CH3:32]. The yield is 0.240.